From a dataset of Reaction yield outcomes from USPTO patents with 853,638 reactions. Predict the reaction yield, written as a fraction of the theoretical maximum amount of product (1.0 means a 100% yield; for example, 0.34 means a 34% yield). (1) The product is [F:13][C:14]1[CH:15]=[C:16]([N:24]2[C:29](=[O:30])[C:28]([CH2:31][C:32]3[CH:37]=[CH:36][C:35]([C:38]4[CH:43]=[CH:42][CH:41]=[CH:40][C:39]=4[C:44]4[NH:3][C:4](=[O:7])[O:5][N:45]=4)=[CH:34][CH:33]=3)=[C:27]([CH2:46][CH2:47][CH3:48])[N:26]=[C:25]2[CH3:49])[CH:17]=[CH:18][C:19]=1[O:20][CH:21]([CH3:23])[CH3:22]. The catalyst is O.C(OCC)(=O)C. The yield is 0.640. The reactants are [Cl-].O[NH3+:3].[C:4](=[O:7])([O-])[OH:5].[Na+].CS(C)=O.[F:13][C:14]1[CH:15]=[C:16]([N:24]2[C:29](=[O:30])[C:28]([CH2:31][C:32]3[CH:37]=[CH:36][C:35]([C:38]4[C:39]([C:44]#[N:45])=[CH:40][CH:41]=[CH:42][CH:43]=4)=[CH:34][CH:33]=3)=[C:27]([CH2:46][CH2:47][CH3:48])[N:26]=[C:25]2[CH3:49])[CH:17]=[CH:18][C:19]=1[O:20][CH:21]([CH3:23])[CH3:22]. (2) The reactants are [Cl:1][C:2]1[CH:7]=[CH:6][C:5]([N:8](S(C)(=O)=O)[S:9]([CH3:12])(=[O:11])=[O:10])=[C:4]([C:17]#[N:18])[CH:3]=1.[CH3:19]I. The catalyst is C1COCC1.[OH-].[Na+].[Cl-].C([N+](CC)(CC)CC)C1C=CC=CC=1. The product is [Cl:1][C:2]1[CH:7]=[CH:6][C:5]([N:8]([CH3:19])[S:9]([CH3:12])(=[O:11])=[O:10])=[C:4]([C:17]#[N:18])[CH:3]=1. The yield is 0.970. (3) The reactants are Cl.[CH3:2][O:3][C:4]1[CH:9]=[CH:8][C:7]([C:10](=[O:26])[CH2:11][C:12]2[CH:17]=[CH:16][N:15]=[C:14]([NH:18]C(OC(C)(C)C)=O)[CH:13]=2)=[CH:6][CH:5]=1. The catalyst is [OH-].[Na+]. The product is [NH2:18][C:14]1[CH:13]=[C:12]([CH2:11][C:10]([C:7]2[CH:8]=[CH:9][C:4]([O:3][CH3:2])=[CH:5][CH:6]=2)=[O:26])[CH:17]=[CH:16][N:15]=1. The yield is 0.920. (4) The reactants are [C:1]([C:3]1[N:8]=[CH:7][C:6]([S:9]([NH:12][CH:13]([CH3:29])[C:14]([NH:16][C:17]2[CH:18]=[N:19][C:20]([CH:26]3[CH2:28][CH2:27]3)=[CH:21][C:22]=2[NH:23][CH2:24][CH3:25])=O)(=[O:11])=[O:10])=[CH:5][CH:4]=1)#[N:2].N.C[OH:32]. No catalyst specified. The product is [CH:26]1([C:20]2[N:19]=[CH:18][C:17]3[N:16]=[C:14]([CH:13]([NH:12][S:9]([C:6]4[CH:5]=[CH:4][C:3]([C:1]([NH2:2])=[O:32])=[N:8][CH:7]=4)(=[O:11])=[O:10])[CH3:29])[N:23]([CH2:24][CH3:25])[C:22]=3[CH:21]=2)[CH2:28][CH2:27]1. The yield is 0.680. (5) The reactants are [CH:1]1([N:4]([CH:43]2[CH2:45][CH2:44]2)[C:5]([C:7]2[N:40]([CH2:41][CH3:42])[C:10]3=[N:11][C:12]([NH:19]/[C:20](/[NH:29][N:30]([CH2:38][CH3:39])C(OC(C)(C)C)=O)=[CH:21]/[C:22](=O)[CH:23]([O:26]C)OC)=[C:13]4[N:17]=[CH:16][N:15]([CH3:18])[C:14]4=[C:9]3[CH:8]=2)=[O:6])[CH2:3][CH2:2]1.C(O)(C(F)(F)F)=O. No catalyst specified. The product is [CH:43]1([N:4]([CH:1]2[CH2:2][CH2:3]2)[C:5]([C:7]2[N:40]([CH2:41][CH3:42])[C:10]3=[N:11][C:12]([NH:19][C:20]4[CH:21]=[C:22]([CH:23]=[O:26])[N:30]([CH2:38][CH3:39])[N:29]=4)=[C:13]4[N:17]=[CH:16][N:15]([CH3:18])[C:14]4=[C:9]3[CH:8]=2)=[O:6])[CH2:44][CH2:45]1. The yield is 0.580.